Dataset: Forward reaction prediction with 1.9M reactions from USPTO patents (1976-2016). Task: Predict the product of the given reaction. (1) Given the reactants [S:1]1[C:5]2[CH:6]=[C:7]([CH2:9]O)[NH:8][C:4]=2[N:3]=[CH:2]1.FC(F)(F)C(O)=O.C([SiH](CC)CC)C.C(=O)(O)[O-].[Na+], predict the reaction product. The product is: [CH3:9][C:7]1[NH:8][C:4]2[N:3]=[CH:2][S:1][C:5]=2[CH:6]=1. (2) Given the reactants [Cl:1][C:2]1[C:3](I)=[N:4][CH:5]=[CH:6][CH:7]=1.C([Mg]Cl)(C)C.[F:14][C:15]([F:49])([F:48])[C:16]1[CH:17]=[C:18]([C:26]([CH3:47])([CH3:46])[C:27]([N:29]([C:31]2[CH:32]=[N:33][C:34]([N:38]3[CH2:42][C@H:41]([OH:43])[CH2:40][C@H:39]3[CH2:44][OH:45])=[CH:35][C:36]=2I)[CH3:30])=[O:28])[CH:19]=[C:20]([C:22]([F:25])([F:24])[F:23])[CH:21]=1.[OH-].[Na+], predict the reaction product. The product is: [F:25][C:22]([F:23])([F:24])[C:20]1[CH:19]=[C:18]([C:26]([CH3:46])([CH3:47])[C:27]([N:29]([C:31]2[CH:32]=[N:33][C:34]([N:38]3[CH2:42][C@H:41]([OH:43])[CH2:40][C@H:39]3[CH2:44][OH:45])=[CH:35][C:36]=2[C:3]2[C:2]([Cl:1])=[CH:7][CH:6]=[CH:5][N:4]=2)[CH3:30])=[O:28])[CH:17]=[C:16]([C:15]([F:49])([F:14])[F:48])[CH:21]=1.